Dataset: Reaction yield outcomes from USPTO patents with 853,638 reactions. Task: Predict the reaction yield, written as a fraction of the theoretical maximum amount of product (1.0 means a 100% yield; for example, 0.34 means a 34% yield). The reactants are [CH3:1][O:2][C:3]1[CH:4]=[C:5]2[C:9](=[CH:10][C:11]=1[O:12][CH3:13])[N:8]([CH2:14][CH2:15][CH2:16][N:17]1[CH2:23][CH2:22][CH2:21][N:20]([CH3:24])[CH2:19][CH2:18]1)[CH:7]=[C:6]2[C:25]1[NH:33][C:28]2=[N:29][CH:30]=[CH:31][CH:32]=[C:27]2[CH:26]=1.[F:34][C:35]([F:40])([F:39])[C:36]([OH:38])=[O:37].COC1C=C2C(=CC=1OC)N(CCCN1CCCN(C)CC1)C=C2C1N(S(C2C=CC(C)=CC=2)(=O)=O)C2=NC=CC=C2C=1. No catalyst specified. The product is [F:34][C:35]([F:40])([F:39])[C:36]([OH:38])=[O:37].[CH3:1][O:2][C:3]1[CH:4]=[C:5]2[C:9](=[CH:10][C:11]=1[O:12][CH3:13])[N:8]([CH2:14][CH2:15][CH2:16][N:17]1[CH2:23][CH2:22][CH2:21][N:20]([CH3:24])[CH2:19][CH2:18]1)[CH:7]=[C:6]2[C:25]1[NH:33][C:28]2=[N:29][CH:30]=[CH:31][CH:32]=[C:27]2[CH:26]=1. The yield is 0.450.